Dataset: Reaction yield outcomes from USPTO patents with 853,638 reactions. Task: Predict the reaction yield, written as a fraction of the theoretical maximum amount of product (1.0 means a 100% yield; for example, 0.34 means a 34% yield). The reactants are [F:1][C:2]([F:19])([O:7][C:8]1[CH:13]=[CH:12][C:11]([C:14]2[O:15][CH:16]=[N:17][N:18]=2)=[CH:10][CH:9]=1)[C:3]([F:6])([F:5])[F:4].I[C:21]1[CH:30]=[CH:29][C:24]([C:25]([O:27][CH3:28])=[O:26])=[CH:23][CH:22]=1.N1C2C(=CC=C3C=2N=CC=C3)C=CC=1.C(=O)([O-])[O-].[Cs+].[Cs+]. The product is [F:19][C:2]([F:1])([O:7][C:8]1[CH:9]=[CH:10][C:11]([C:14]2[O:15][C:16]([C:21]3[CH:30]=[CH:29][C:24]([C:25]([O:27][CH3:28])=[O:26])=[CH:23][CH:22]=3)=[N:17][N:18]=2)=[CH:12][CH:13]=1)[C:3]([F:6])([F:5])[F:4]. The yield is 0.330. The catalyst is CS(C)=O.O.[Cu]I.